This data is from Forward reaction prediction with 1.9M reactions from USPTO patents (1976-2016). The task is: Predict the product of the given reaction. (1) Given the reactants FC(F)(F)[C:3]1[CH:4]=[C:5]([CH:8]=[CH:9][CH:10]=1)[CH:6]=O.[CH3:13][CH:14]([CH3:33])[CH:15]([C:27]1[CH:32]=[CH:31][CH:30]=[CH:29][CH:28]=1)[C:16]([NH:18][C@@H:19]1[C@@H:26]2[C@@H:22]([CH2:23][NH:24][CH2:25]2)[CH2:21][CH2:20]1)=[O:17].[CH:34]1(C(C2CCCCC2)C(N[C@@H]2[C@H]3[C@H](CNC3)CC2)=O)CCCCC1, predict the reaction product. The product is: [CH3:13][CH:14]([CH3:33])[CH:15]([C:27]1[CH:28]=[CH:29][CH:30]=[CH:31][CH:32]=1)[C:16]([NH:18][C@@H:19]1[C@@H:26]2[C@@H:22]([CH2:23][N:24]([CH2:34][C:4]3[CH:3]=[CH:10][CH:9]=[CH:8][C:5]=3[CH3:6])[CH2:25]2)[CH2:21][CH2:20]1)=[O:17]. (2) Given the reactants [H-].[Na+:2].C(O[C:6]([C:8]1[CH:9]=[N:10][N:11]([CH3:22])[C:12]=1[NH:13][C:14]1[CH:19]=[CH:18][C:17](C)=[CH:16][C:15]=1[NH2:21])=[O:7])C.[CH3:23][S:24]([CH3:26])=[O:25], predict the reaction product. The product is: [CH3:23][S:24]([CH2-:26])=[O:25].[Na+:2].[CH3:22][N:11]1[C:12]2[NH:13][C:14]3[CH:19]=[C:18]([CH3:23])[CH:17]=[CH:16][C:15]=3[NH:21][C:6](=[O:7])[C:8]=2[CH:9]=[N:10]1. (3) Given the reactants [CH3:1][O:2][C:3]1[CH:10]=[CH:9][C:6]([CH:7]=O)=[CH:5][C:4]=1[C:11]1[CH:12]=[N:13][CH:14]=[C:15]([O:17][CH3:18])[CH:16]=1.[CH3:19][C@@H:20]([NH2:27])[C:21]1[CH:26]=[CH:25][CH:24]=[CH:23][CH:22]=1, predict the reaction product. The product is: [C:21]1([C@H:20]([NH:27][CH2:7][C:6]2[CH:9]=[CH:10][C:3]([O:2][CH3:1])=[C:4]([C:11]3[CH:12]=[N:13][CH:14]=[C:15]([O:17][CH3:18])[CH:16]=3)[CH:5]=2)[CH3:19])[CH:26]=[CH:25][CH:24]=[CH:23][CH:22]=1. (4) Given the reactants CC(OC(/N=N/C(OC(C)C)=O)=O)C.C1C=CC(P(C2C=CC=CC=2)C2C=CC=CC=2)=CC=1.[N+:34]([C:37]1[CH:42]=[C:41]([B:43]2[O:47][C:46]([CH3:49])([CH3:48])[C:45]([CH3:51])([CH3:50])[O:44]2)[CH:40]=[CH:39][C:38]=1[OH:52])([O-:36])=[O:35].[CH3:53][N:54]1[CH2:59][CH2:58][CH:57](O)[CH2:56][CH2:55]1, predict the reaction product. The product is: [CH3:53][N:54]1[CH2:59][CH2:58][CH:57]([O:52][C:38]2[CH:39]=[CH:40][C:41]([B:43]3[O:47][C:46]([CH3:48])([CH3:49])[C:45]([CH3:51])([CH3:50])[O:44]3)=[CH:42][C:37]=2[N+:34]([O-:36])=[O:35])[CH2:56][CH2:55]1.